This data is from Forward reaction prediction with 1.9M reactions from USPTO patents (1976-2016). The task is: Predict the product of the given reaction. The product is: [CH2:30]([O:32][C:33](=[O:44])[CH2:34][C:35]1[CH:40]=[CH:39][C:38]([C:41]([O:1][C@H:2]2[C@H:22]([O:23][CH3:24])[C@@H:21]([C:25]([O:27][CH3:45])=[O:26])[C@@H:20]3[C@@H:4]([CH2:5][N:6]4[C@H:18]([CH2:19]3)[C:17]3[NH:16][C:15]5[C:10](=[CH:11][CH:12]=[C:13]([O:28][CH3:29])[CH:14]=5)[C:9]=3[CH2:8][CH2:7]4)[CH2:3]2)=[O:42])=[CH:37][CH:36]=1)[CH3:31]. Given the reactants [OH:1][C@H:2]1[C@H:22]([O:23][CH3:24])[C@@H:21]([C:25]([O-:27])=[O:26])[C@@H:20]2[C@@H:4]([CH2:5][N:6]3[C@H:18]([CH2:19]2)[C:17]2[NH:16][C:15]4[C:10](=[CH:11][CH:12]=[C:13]([O:28][CH3:29])[CH:14]=4)[C:9]=2[CH2:8][CH2:7]3)[CH2:3]1.[CH2:30]([O:32][C:33](=[O:44])[CH2:34][C:35]1[CH:40]=[CH:39][C:38]([C:41](O)=[O:42])=[CH:37][CH:36]=1)[CH3:31].[CH2:45]1CCC(N=C=NC2CCCCC2)CC1, predict the reaction product.